This data is from Forward reaction prediction with 1.9M reactions from USPTO patents (1976-2016). The task is: Predict the product of the given reaction. (1) Given the reactants [NH2:1][CH:2]1[CH:7]([CH3:8])[CH2:6][CH2:5][N:4]([C:9]2[C:18]([O:19][CH3:20])=[C:17]3[C:12]([C:13](=[O:27])[C:14]([C:24]([OH:26])=[O:25])=[CH:15][N:16]3[CH:21]3[CH2:23][CH2:22]3)=[CH:11][CH:10]=2)[CH2:3]1.[ClH:28], predict the reaction product. The product is: [ClH:28].[NH2:1][CH:2]1[CH:7]([CH3:8])[CH2:6][CH2:5][N:4]([C:9]2[C:18]([O:19][CH3:20])=[C:17]3[C:12]([C:13](=[O:27])[C:14]([C:24]([OH:26])=[O:25])=[CH:15][N:16]3[CH:21]3[CH2:23][CH2:22]3)=[CH:11][CH:10]=2)[CH2:3]1. (2) Given the reactants Br[CH2:2][C:3]1[C:8]([CH3:9])=[CH:7][CH:6]=[CH:5][C:4]=1[N:10]1[C:14](=[O:15])[N:13]([CH3:16])[N:12]=[N:11]1.[C:17]([N:20]1[CH:24]=[CH:23][C:22]([OH:25])=[N:21]1)(=[O:19])[CH3:18].C(=O)([O-])[O-].[K+].[K+], predict the reaction product. The product is: [C:17]([N:20]1[CH:24]=[CH:23][C:22]([O:25][CH2:2][C:3]2[C:8]([CH3:9])=[CH:7][CH:6]=[CH:5][C:4]=2[N:10]2[C:14](=[O:15])[N:13]([CH3:16])[N:12]=[N:11]2)=[N:21]1)(=[O:19])[CH3:18]. (3) Given the reactants [Cl:1][C:2]1[C:7]([Cl:8])=[CH:6][CH:5]=[CH:4][C:3]=1[S:9](Cl)(=[O:11])=[O:10].[CH3:13][C:14]1([CH3:28])[C:18]([CH3:20])([CH3:19])[O:17][B:16]([C:21]2[CH:26]=[CH:25][C:24]([NH2:27])=[CH:23][CH:22]=2)[O:15]1.C(Cl)Cl, predict the reaction product. The product is: [Cl:1][C:2]1[C:7]([Cl:8])=[CH:6][CH:5]=[CH:4][C:3]=1[S:9]([NH:27][C:24]1[CH:23]=[CH:22][C:21]([B:16]2[O:17][C:18]([CH3:20])([CH3:19])[C:14]([CH3:28])([CH3:13])[O:15]2)=[CH:26][CH:25]=1)(=[O:11])=[O:10]. (4) Given the reactants [C:1]([N:4]1[C:13]2[C:8](=[CH:9][C:10]([C:14]([OH:16])=O)=[CH:11][CH:12]=2)[C@H:7]([NH:17][C:18]2[CH:23]=[CH:22][CH:21]=[CH:20][N:19]=2)[C@@H:6]([CH3:24])[C@@H:5]1[CH:25]1[CH2:27][CH2:26]1)(=[O:3])[CH3:2].C[N:29](C(ON1N=NC2C=CC=NC1=2)=[N+](C)C)C.F[P-](F)(F)(F)(F)F.[Cl-].[NH4+].CCN(C(C)C)C(C)C, predict the reaction product. The product is: [C:1]([N:4]1[C:13]2[C:8](=[CH:9][C:10]([C:14]([NH2:29])=[O:16])=[CH:11][CH:12]=2)[C@H:7]([NH:17][C:18]2[CH:23]=[CH:22][CH:21]=[CH:20][N:19]=2)[C@@H:6]([CH3:24])[C@@H:5]1[CH:25]1[CH2:26][CH2:27]1)(=[O:3])[CH3:2]. (5) Given the reactants C(OC([N:8]1[CH2:13][CH2:12][C:11]([C:17]2[CH:22]=[CH:21][CH:20]=[CH:19][CH:18]=2)([C:14]([OH:16])=[O:15])[CH2:10][CH2:9]1)=O)(C)(C)C.Cl, predict the reaction product. The product is: [C:17]1([C:11]2([C:14]([OH:16])=[O:15])[CH2:10][CH2:9][NH:8][CH2:13][CH2:12]2)[CH:18]=[CH:19][CH:20]=[CH:21][CH:22]=1. (6) Given the reactants [CH3:1][C:2]1[N:3]([C:8]2[N:13]=[C:12]([CH2:14][C:15]([NH:17][C:18]3[CH:23]=[CH:22][C:21]([N+:24]([O-])=O)=[CH:20][CH:19]=3)=[O:16])[CH:11]=[CH:10][CH:9]=2)[C:4]([CH3:7])=[CH:5][CH:6]=1.[H][H], predict the reaction product. The product is: [NH2:24][C:21]1[CH:22]=[CH:23][C:18]([NH:17][C:15](=[O:16])[CH2:14][C:12]2[CH:11]=[CH:10][CH:9]=[C:8]([N:3]3[C:4]([CH3:7])=[CH:5][CH:6]=[C:2]3[CH3:1])[N:13]=2)=[CH:19][CH:20]=1.